From a dataset of Catalyst prediction with 721,799 reactions and 888 catalyst types from USPTO. Predict which catalyst facilitates the given reaction. (1) Reactant: [NH:1]1[C:9]2[C:4](=[CH:5][CH:6]=[CH:7][CH:8]=2)[CH:3]=[CH:2]1.I[C:11]1[CH:16]=[CH:15][C:14]([O:17][CH3:18])=[CH:13][CH:12]=1.C([O-])([O-])=O.[K+].[K+].O. Product: [CH3:18][O:17][C:14]1[CH:15]=[CH:16][C:11]([N:1]2[C:9]3[C:4](=[CH:5][CH:6]=[CH:7][CH:8]=3)[CH:3]=[CH:2]2)=[CH:12][CH:13]=1. The catalyst class is: 435. (2) Reactant: [F:1][C:2](F)(F)S(OCCF)(=O)=O.[F:12][C:13]1[CH:47]=[CH:46][C:16]([CH2:17][O:18][C:19]2[CH:24]=[CH:23][N:22]([CH2:25][CH2:26][C:27]3[CH:32]=[CH:31][C:30]([CH:33]4[CH2:37][CH2:36][CH2:35][N:34]4[C:38](OC(C)(C)C)=O)=[CH:29][CH:28]=3)[C:21](=[O:45])[CH:20]=2)=[CH:15][CH:14]=1.C(=O)([O-])[O-].[K+].[K+].C(=O)([O-])O.[Na+]. Product: [F:12][C:13]1[CH:47]=[CH:46][C:16]([CH2:17][O:18][C:19]2[CH:24]=[CH:23][N:22]([CH2:25][CH2:26][C:27]3[CH:32]=[CH:31][C:30]([CH:33]4[CH2:37][CH2:36][CH2:35][N:34]4[CH2:38][CH2:2][F:1])=[CH:29][CH:28]=3)[C:21](=[O:45])[CH:20]=2)=[CH:15][CH:14]=1. The catalyst class is: 10. (3) Reactant: Cl.[O:2]=[C:3]1[NH:12][C:11]2[N:10]=[CH:9][C:8](/[CH:13]=[CH:14]/[C:15]([OH:17])=O)=[CH:7][C:6]=2[CH2:5][CH2:4]1.BrC1C=[C:21]2[C:26](=[N:27][CH:28]=1)NC(=O)CC2.C1C=CC2N(O)N=NC=2C=1.CCN(C(C)C)C(C)C.N1CCC1.CCN=C=NCCCN(C)C. Product: [N:27]1([C:15](=[O:17])/[CH:14]=[CH:13]/[C:8]2[CH:7]=[C:6]3[C:11](=[N:10][CH:9]=2)[NH:12][C:3](=[O:2])[CH2:4][CH2:5]3)[CH2:26][CH2:21][CH2:28]1. The catalyst class is: 3. (4) The catalyst class is: 347. Reactant: [CH3:1][N:2]1[CH:6]=[C:5]([C:7]([F:10])([F:9])[F:8])[C:4]([C:11]([OH:13])=O)=[CH:3]1.C(Cl)(=O)C(Cl)=O.CN(C=O)C.[C:25]1([C:32]2[CH:37]=[CH:36][CH:35]=[CH:34][CH:33]=2)[C:26]([NH2:31])=[CH:27][CH:28]=[CH:29][CH:30]=1. Product: [C:25]1([C:32]2[CH:33]=[CH:34][CH:35]=[CH:36][CH:37]=2)[CH:30]=[CH:29][CH:28]=[CH:27][C:26]=1[NH:31][C:11]([C:4]1[C:5]([C:7]([F:10])([F:9])[F:8])=[CH:6][N:2]([CH3:1])[CH:3]=1)=[O:13]. (5) Reactant: [NH2:1][CH2:2][CH:3]1[CH2:6][N:5]([CH:7]([C:14]2[CH:19]=[CH:18][CH:17]=[CH:16][CH:15]=2)[C:8]2[CH:13]=[CH:12][CH:11]=[CH:10][CH:9]=2)[CH2:4]1.[OH-].[Na+].[C:22](O[C:22]([O:24][C:25]([CH3:28])([CH3:27])[CH3:26])=[O:23])([O:24][C:25]([CH3:28])([CH3:27])[CH3:26])=[O:23]. Product: [C:25]([O:24][C:22]([NH:1][CH2:2][CH:3]1[CH2:4][N:5]([CH:7]([C:14]2[CH:19]=[CH:18][CH:17]=[CH:16][CH:15]=2)[C:8]2[CH:13]=[CH:12][CH:11]=[CH:10][CH:9]=2)[CH2:6]1)=[O:23])([CH3:28])([CH3:27])[CH3:26]. The catalyst class is: 20.